This data is from Full USPTO retrosynthesis dataset with 1.9M reactions from patents (1976-2016). The task is: Predict the reactants needed to synthesize the given product. Given the product [CH2:1]([O:8][C:9]1[CH:10]=[CH:11][C:12]2[O:16][C:15]([CH:17]([OH:18])[CH2:21][CH:22]([CH3:24])[CH3:23])=[C:14]([CH3:19])[C:13]=2[CH:20]=1)[C:2]1[CH:3]=[CH:4][CH:5]=[CH:6][CH:7]=1, predict the reactants needed to synthesize it. The reactants are: [CH2:1]([O:8][C:9]1[CH:10]=[CH:11][C:12]2[O:16][C:15]([CH:17]=[O:18])=[C:14]([CH3:19])[C:13]=2[CH:20]=1)[C:2]1[CH:7]=[CH:6][CH:5]=[CH:4][CH:3]=1.[CH2:21]([Mg]Br)[CH:22]([CH3:24])[CH3:23].